This data is from Forward reaction prediction with 1.9M reactions from USPTO patents (1976-2016). The task is: Predict the product of the given reaction. (1) The product is: [Cl:1][C:2]1[N:10]=[C:9]2[C:5]([N:6]=[CH:7][N:8]2[CH2:19][CH3:20])=[C:4]([Cl:11])[N:3]=1. Given the reactants [Cl:1][C:2]1[N:10]=[C:9]2[C:5]([NH:6][CH:7]=[N:8]2)=[C:4]([Cl:11])[N:3]=1.C(=O)([O-])[O-].[K+].[K+].I[CH2:19][CH3:20], predict the reaction product. (2) Given the reactants C(OC([NH:8][CH:9]1[CH2:14][CH2:13][N:12]([CH2:15][CH2:16][CH:17]([C:24]2[CH:29]=[CH:28][CH:27]=[CH:26][CH:25]=2)[C:18]2[CH:23]=[CH:22][CH:21]=[CH:20][CH:19]=2)[CH2:11][CH2:10]1)=O)(C)(C)C.FC(F)(F)C(O)=O.C1(C)C=CC=CC=1, predict the reaction product. The product is: [NH2:8][CH:9]1[CH2:14][CH2:13][N:12]([CH2:15][CH2:16][CH:17]([C:18]2[CH:19]=[CH:20][CH:21]=[CH:22][CH:23]=2)[C:24]2[CH:25]=[CH:26][CH:27]=[CH:28][CH:29]=2)[CH2:11][CH2:10]1. (3) The product is: [F:1][C:2]1[CH:24]=[CH:23][C:5]([C:6]([NH:8][C:9]2[N:13]([C:14]3[CH:19]=[CH:18][CH:17]=[CH:16][CH:15]=3)[N:12]=[CH:11][C:10]=2[C:20]([NH2:25])=[O:21])=[O:7])=[CH:4][CH:3]=1. Given the reactants [F:1][C:2]1[CH:24]=[CH:23][C:5]([C:6]([NH:8][C:9]2[N:13]([C:14]3[CH:19]=[CH:18][CH:17]=[CH:16][CH:15]=3)[N:12]=[CH:11][C:10]=2[C:20](Cl)=[O:21])=[O:7])=[CH:4][CH:3]=1.[NH3:25].O, predict the reaction product. (4) Given the reactants CC(O[C:6]([O:8][C:9]([O:11][C:12]([CH3:15])([CH3:14])[CH3:13])=[O:10])=O)(C)C.C(Cl)Cl.OC1[C:25]([C:26]([O:28][C:29]2[CH:34]=[CH:33][CH:32]=[CH:31][CH:30]=2)=[O:27])=[C:24]([CH3:35])[C:23]([C:36]([F:39])([F:38])[F:37])=[CH:22][CH:21]=1, predict the reaction product. The product is: [C:12]([O:11][C:9]([O:8][C:6]1[C:25]([C:26]([O:28][C:29]2[CH:34]=[CH:33][CH:32]=[CH:31][CH:30]=2)=[O:27])=[C:24]([CH3:35])[C:23]([C:36]([F:37])([F:39])[F:38])=[CH:22][CH:21]=1)=[O:10])([CH3:13])([CH3:14])[CH3:15]. (5) The product is: [F:1][C:2]1[CH:3]=[CH:4][C:5]([C@:8]2([CH2:32][C:33]([OH:36])([CH3:35])[CH3:34])[O:13][C:12](=[O:14])[N:11]([C@H:15]([C:17]3[CH:18]=[CH:19][C:20]([C:38]4[CH:39]=[CH:40][C:41](=[O:45])[N:42]([CH3:44])[CH:43]=4)=[CH:21][CH:22]=3)[CH3:16])[CH2:10][CH2:9]2)=[CH:6][CH:7]=1. Given the reactants [F:1][C:2]1[CH:7]=[CH:6][C:5]([C@:8]2([CH2:32][C:33]([OH:36])([CH3:35])[CH3:34])[O:13][C:12](=[O:14])[N:11]([C@H:15]([C:17]3[CH:22]=[CH:21][C:20](B4OC(C)(C)C(C)(C)O4)=[CH:19][CH:18]=3)[CH3:16])[CH2:10][CH2:9]2)=[CH:4][CH:3]=1.Br[C:38]1[CH:39]=[CH:40][C:41](=[O:45])[N:42]([CH3:44])[CH:43]=1.C([O-])([O-])=O.[Cs+].[Cs+], predict the reaction product. (6) Given the reactants [NH2:1][C:2]1[CH:7]=[C:6]([O:8][CH2:9][C:10]2[CH:15]=[CH:14][CH:13]=[CH:12][CH:11]=2)[CH:5]=[CH:4][C:3]=1[C:16]1[NH:17][C:18]2[C:23]([C:24]=1[CH:25]1[CH2:30][CH2:29][CH2:28][CH2:27][CH2:26]1)=[CH:22][CH:21]=[C:20]([C:31]([O:33][CH3:34])=[O:32])[CH:19]=2.C([O-])(=O)C.[Na+].C(O)(=O)C.[Cl:44][CH2:45][C:46](Cl)=[O:47], predict the reaction product. The product is: [CH2:9]([O:8][C:6]1[CH:5]=[CH:4][C:3]([C:16]2[NH:17][C:18]3[C:23]([C:24]=2[CH:25]2[CH2:30][CH2:29][CH2:28][CH2:27][CH2:26]2)=[CH:22][CH:21]=[C:20]([C:31]([O:33][CH3:34])=[O:32])[CH:19]=3)=[C:2]([NH:1][C:46](=[O:47])[CH2:45][Cl:44])[CH:7]=1)[C:10]1[CH:15]=[CH:14][CH:13]=[CH:12][CH:11]=1.